Task: Predict the reactants needed to synthesize the given product.. Dataset: Full USPTO retrosynthesis dataset with 1.9M reactions from patents (1976-2016) Given the product [CH2:17]([O:19][C:20]([C:22]1[N:23]=[C:24]2[CH2:29][N:28]([CH2:14][C:8]3[CH:9]=[CH:10][CH:11]=[CH:12][CH:13]=3)[CH2:27][CH2:26][N:25]2[CH:30]=1)=[O:21])[CH3:18], predict the reactants needed to synthesize it. The reactants are: CCN(CC)CC.[C:8]1([CH:14]=O)[CH:13]=[CH:12][CH:11]=[CH:10][CH:9]=1.Cl.[CH2:17]([O:19][C:20]([C:22]1[N:23]=[C:24]2[CH2:29][NH:28][CH2:27][CH2:26][N:25]2[CH:30]=1)=[O:21])[CH3:18].[BH3-]C#N.[Na+].